From a dataset of CYP2D6 inhibition data for predicting drug metabolism from PubChem BioAssay. Regression/Classification. Given a drug SMILES string, predict its absorption, distribution, metabolism, or excretion properties. Task type varies by dataset: regression for continuous measurements (e.g., permeability, clearance, half-life) or binary classification for categorical outcomes (e.g., BBB penetration, CYP inhibition). Dataset: cyp2d6_veith. (1) The compound is NC[C@@H]1O[C@@H](O[C@@H]2[C@H](CO)O[C@@H](O[C@H]3[C@H](O[C@@H]4O[C@@H](CO)[C@H](O)[C@H](O)[C@@H]4N)[C@@H](N)C[C@@H](N)[C@H]3O)[C@@H]2O)[C@H](N)[C@H](O)[C@@H]1O. The result is 0 (non-inhibitor). (2) The compound is COc1cccc(-c2cc(NCc3ccccc3)ncn2)c1. The result is 1 (inhibitor).